This data is from Full USPTO retrosynthesis dataset with 1.9M reactions from patents (1976-2016). The task is: Predict the reactants needed to synthesize the given product. (1) Given the product [O:26]1[CH2:27][CH2:28][O:29][CH:25]1[CH2:24][CH2:23][CH2:22][CH2:21][O:19][C:16]1[CH:17]=[CH:18][C:13]([C:2]([OH:1])([C:7]2[CH:12]=[CH:11][CH:10]=[CH:9][CH:8]=2)[C:3]([O:5][CH3:6])=[O:4])=[CH:14][CH:15]=1, predict the reactants needed to synthesize it. The reactants are: [OH:1][C:2]([C:13]1[CH:18]=[CH:17][C:16]([OH:19])=[CH:15][CH:14]=1)([C:7]1[CH:12]=[CH:11][CH:10]=[CH:9][CH:8]=1)[C:3]([O:5][CH3:6])=[O:4].Br[CH2:21][CH2:22][CH2:23][CH2:24][CH:25]1[O:29][CH2:28][CH2:27][O:26]1. (2) Given the product [I:23][C:7]1[C:6]2[NH:1][C:2](=[O:11])[NH:3][C:4](=[O:10])[C:5]=2[S:9][CH:8]=1, predict the reactants needed to synthesize it. The reactants are: [NH:1]1[C:6]2[CH:7]=[CH:8][S:9][C:5]=2[C:4](=[O:10])[NH:3][C:2]1=[O:11].FC(F)(F)C(OC1C(OC(=O)C(F)(F)F)=C([I:23])C=CC=1)=O.II. (3) Given the product [NH2:1][C:4]1[CH:5]=[CH:6][C:7]([C:10]2[NH:11][C:12]3[CH:18]=[CH:17][CH:16]=[C:15]([CH3:19])[C:13]=3[N:14]=2)=[CH:8][CH:9]=1, predict the reactants needed to synthesize it. The reactants are: [N+:1]([C:4]1[CH:9]=[CH:8][C:7]([C:10]2[NH:11][C:12]3[CH:18]=[CH:17][CH:16]=[C:15]([CH3:19])[C:13]=3[N:14]=2)=[CH:6][CH:5]=1)([O-])=O.NC1C=CC=C(C)C=1N.[N+](C1C=CC(C(O)=O)=CC=1)([O-])=O. (4) Given the product [Cl:14][C:15]1[CH:20]=[C:19]([O:21][CH3:22])[CH:18]=[CH:17][C:16]=1[C:2]1[C:7]([C:8]#[N:9])=[CH:6][C:5]([C:10]([F:13])([F:12])[F:11])=[N:4][CH:3]=1, predict the reactants needed to synthesize it. The reactants are: Br[C:2]1[C:7]([C:8]#[N:9])=[CH:6][C:5]([C:10]([F:13])([F:12])[F:11])=[N:4][CH:3]=1.[Cl:14][C:15]1[CH:20]=[C:19]([O:21][CH3:22])[CH:18]=[CH:17][C:16]=1B(O)O.C([O-])([O-])=O.[Na+].[Na+].